Dataset: Catalyst prediction with 721,799 reactions and 888 catalyst types from USPTO. Task: Predict which catalyst facilitates the given reaction. Reactant: C(OC(=O)[NH:7][C:8]1([C:12]2[CH:17]=[CH:16][C:15]([C:18]3[C:23]([C:24]4[CH:29]=[CH:28][CH:27]=[CH:26][CH:25]=4)=[CH:22][N:21]4[C:30]([C:33]5[CH:38]=[CH:37][C:36]([F:39])=[CH:35][CH:34]=5)=[CH:31][N:32]=[C:20]4[N:19]=3)=[CH:14][CH:13]=2)[CH2:11][CH2:10][CH2:9]1)(C)(C)C. Product: [F:39][C:36]1[CH:37]=[CH:38][C:33]([C:30]2[N:21]3[CH:22]=[C:23]([C:24]4[CH:25]=[CH:26][CH:27]=[CH:28][CH:29]=4)[C:18]([C:15]4[CH:16]=[CH:17][C:12]([C:8]5([NH2:7])[CH2:9][CH2:10][CH2:11]5)=[CH:13][CH:14]=4)=[N:19][C:20]3=[N:32][CH:31]=2)=[CH:34][CH:35]=1. The catalyst class is: 89.